From a dataset of Forward reaction prediction with 1.9M reactions from USPTO patents (1976-2016). Predict the product of the given reaction. Given the reactants [C:1]1([C:7]2[C:15]3[C:14]([NH2:16])=[N:13][CH:12]=[N:11][C:10]=3[NH:9][C:8]=2[Si:17]([CH2:22][CH3:23])([CH2:20][CH3:21])[CH2:18][CH3:19])[CH:6]=[CH:5][CH:4]=[CH:3][CH:2]=1.C(Cl)CCl.C1C=CC2N(O)N=NC=2C=1.[O:38]1[CH2:42][CH2:41][CH2:40][C@H:39]1[C:43](O)=O.[H-].[Al+3].[Li+].[H-].[H-].[H-], predict the reaction product. The product is: [C:1]1([C:7]2[C:15]3[C:14]([NH:16][CH2:43][C@@H:39]4[CH2:40][CH2:41][CH2:42][O:38]4)=[N:13][CH:12]=[N:11][C:10]=3[NH:9][C:8]=2[Si:17]([CH2:20][CH3:21])([CH2:22][CH3:23])[CH2:18][CH3:19])[CH:2]=[CH:3][CH:4]=[CH:5][CH:6]=1.